This data is from Catalyst prediction with 721,799 reactions and 888 catalyst types from USPTO. The task is: Predict which catalyst facilitates the given reaction. (1) Reactant: Br[C:2]1[CH:15]=[CH:14][CH:13]=[C:12]([Cl:16])[C:3]=1[CH2:4][O:5][CH:6]1[CH2:11][CH2:10][CH2:9][CH2:8][O:7]1.[Li]CCCC.[C:22]1(=[O:26])[CH2:25][CH2:24][CH2:23]1.O. Product: [Cl:16][C:12]1[C:3]([CH2:4][O:5][CH:6]2[CH2:11][CH2:10][CH2:9][CH2:8][O:7]2)=[C:2]([C:22]2([OH:26])[CH2:25][CH2:24][CH2:23]2)[CH:15]=[CH:14][CH:13]=1. The catalyst class is: 1. (2) Reactant: Br[CH2:2][CH:3]([C:5]1[CH:10]=[CH:9][CH:8]=[C:7]([F:11])[CH:6]=1)[F:4].[N-:12]=[N+:13]=[N-:14].[Na+]. Product: [N:12]([CH2:2][CH:3]([C:5]1[CH:10]=[CH:9][CH:8]=[C:7]([F:11])[CH:6]=1)[F:4])=[N+:13]=[N-:14]. The catalyst class is: 16. (3) Reactant: [C:1]1([NH:7][CH:8]([CH3:17])[CH2:9][C:10]([O:12][C:13]([CH3:16])([CH3:15])[CH3:14])=[O:11])[CH:6]=[CH:5][CH:4]=[CH:3][CH:2]=1.[N:18]1[CH:23]=[CH:22][CH:21]=[CH:20][C:19]=1[S:24](Cl)(=[O:26])=[O:25]. Product: [C:1]1([N:7]([CH:8]([CH3:17])[CH2:9][C:10]([O:12][C:13]([CH3:16])([CH3:15])[CH3:14])=[O:11])[S:24]([C:19]2[CH:20]=[CH:21][CH:22]=[CH:23][N:18]=2)(=[O:26])=[O:25])[CH:6]=[CH:5][CH:4]=[CH:3][CH:2]=1. The catalyst class is: 17. (4) Reactant: [Br:1][C:2]1[CH:11]=[CH:10][C:5]([C:6](=[NH:9])[NH:7][OH:8])=[C:4]([F:12])[CH:3]=1.[C:13]([O:17][CH2:18][CH3:19])(=[O:16])[C:14]#[CH:15]. Product: [Br:1][C:2]1[CH:11]=[CH:10][C:5]([C:6](=[NH:9])[NH:7][O:8][CH:15]=[CH:14][C:13]([O:17][CH2:18][CH3:19])=[O:16])=[C:4]([F:12])[CH:3]=1. The catalyst class is: 11. (5) Reactant: C([O:3][C:4]([C:6]1[C:11]([Cl:12])=[CH:10][C:9](=[O:13])[N:8]([CH3:14])[CH:7]=1)=[O:5])C.C1COCC1.[Li+].[OH-].Cl. Product: [Cl:12][C:11]1[C:6]([C:4]([OH:5])=[O:3])=[CH:7][N:8]([CH3:14])[C:9](=[O:13])[CH:10]=1. The catalyst class is: 5. (6) Reactant: Br[CH2:2][CH2:3][O:4][C:5]1[CH:10]=[CH:9][C:8]([N:11]2[CH:16]=[CH:15][C:14]([O:17][CH2:18][C:19]3[CH:24]=[CH:23][C:22]([Cl:25])=[CH:21][N:20]=3)=[CH:13][C:12]2=[O:26])=[CH:7][CH:6]=1.[CH:27]([NH:30][CH3:31])([CH3:29])[CH3:28].CN(C=O)C. Product: [Cl:25][C:22]1[CH:23]=[CH:24][C:19]([CH2:18][O:17][C:14]2[CH:15]=[CH:16][N:11]([C:8]3[CH:9]=[CH:10][C:5]([O:4][CH2:3][CH2:2][N:30]([CH:27]([CH3:29])[CH3:28])[CH3:31])=[CH:6][CH:7]=3)[C:12](=[O:26])[CH:13]=2)=[N:20][CH:21]=1. The catalyst class is: 6.